Predict the product of the given reaction. From a dataset of Forward reaction prediction with 1.9M reactions from USPTO patents (1976-2016). (1) Given the reactants Cl[C:2]1[CH:11]=[CH:10][C:9]2[C:4](=[CH:5][CH:6]=[C:7]([N+:12]([O-:14])=[O:13])[CH:8]=2)[N:3]=1.[NH2:15][C@H:16]1[C:24]2[C:19](=[CH:20][CH:21]=[CH:22][CH:23]=2)[CH2:18][CH2:17]1, predict the reaction product. The product is: [N+:12]([C:7]1[CH:8]=[C:9]2[C:4](=[CH:5][CH:6]=1)[N:3]=[C:2]([NH:15][C@H:16]1[C:24]3[C:19](=[CH:20][CH:21]=[CH:22][CH:23]=3)[CH2:18][CH2:17]1)[CH:11]=[CH:10]2)([O-:14])=[O:13]. (2) Given the reactants [Cl:1][C:2]1[CH:3]=[CH:4][C:5]([O:15][CH2:16][C:17]2[CH:22]=[CH:21][C:20]([Br:23])=[CH:19][C:18]=2[F:24])=[C:6]([C:8](=O)[CH2:9][CH2:10][C:11](=O)[CH3:12])[CH:7]=1.[CH3:25][O:26][C:27](=[O:39])[C:28]1[CH:33]=[C:32]([C:34]([F:37])([F:36])[F:35])[CH:31]=[C:30]([NH2:38])[CH:29]=1.CC1C=CC(S(O)(=O)=O)=CC=1, predict the reaction product. The product is: [CH3:25][O:26][C:27](=[O:39])[C:28]1[CH:33]=[C:32]([C:34]([F:37])([F:36])[F:35])[CH:31]=[C:30]([N:38]2[C:11]([CH3:12])=[CH:10][CH:9]=[C:8]2[C:6]2[CH:7]=[C:2]([Cl:1])[CH:3]=[CH:4][C:5]=2[O:15][CH2:16][C:17]2[CH:22]=[CH:21][C:20]([Br:23])=[CH:19][C:18]=2[F:24])[CH:29]=1. (3) Given the reactants [Cl:1][C:2]1[CH:3]=[C:4]2[C:9](=[CH:10][CH:11]=1)[N:8]=[C:7]([C:12]([NH:14][C@H:15]1[CH2:19][CH2:18][N:17](C(OC(C)(C)C)=O)[CH2:16]1)=[O:13])[N:6]=[CH:5]2.Cl, predict the reaction product. The product is: [Cl:1][C:2]1[CH:3]=[C:4]2[C:9](=[CH:10][CH:11]=1)[N:8]=[C:7]([C:12]([NH:14][C@H:15]1[CH2:19][CH2:18][NH:17][CH2:16]1)=[O:13])[N:6]=[CH:5]2. (4) Given the reactants [CH2:1]([N:6]=[C:7]=[O:8])[CH2:2][CH2:3][CH2:4][CH3:5].[NH2:9][C:10]1[N:15]=[N:14][C:13]([N:16]2[CH2:21][CH2:20][N:19]([C:22]([C:24]3[CH:29]=[CH:28][CH:27]=[CH:26][C:25]=3[C:30]([F:33])([F:32])[F:31])=[O:23])[CH2:18][CH2:17]2)=[CH:12][CH:11]=1, predict the reaction product. The product is: [CH2:1]([NH:6][C:7]([NH:9][C:10]1[N:15]=[N:14][C:13]([N:16]2[CH2:17][CH2:18][N:19]([C:22](=[O:23])[C:24]3[CH:29]=[CH:28][CH:27]=[CH:26][C:25]=3[C:30]([F:33])([F:32])[F:31])[CH2:20][CH2:21]2)=[CH:12][CH:11]=1)=[O:8])[CH2:2][CH2:3][CH2:4][CH3:5]. (5) Given the reactants [CH3:1][C:2]1[O:6][C:5]([C:7]2[CH:8]=[CH:9][C:10]3[O:14][CH:13]=[C:12]([C:15]4[CH:20]=[CH:19][C:18]([OH:21])=[CH:17][CH:16]=4)[C:11]=3[CH:22]=2)=[N:4][N:3]=1.Cl[CH2:24][CH2:25][S:26][CH3:27].[I-].[Na+].C(=O)([O-])[O-].[K+].[K+], predict the reaction product. The product is: [CH3:1][C:2]1[O:6][C:5]([C:7]2[CH:8]=[CH:9][C:10]3[O:14][CH:13]=[C:12]([C:15]4[CH:16]=[CH:17][C:18]([O:21][CH2:24][CH2:25][S:26][CH3:27])=[CH:19][CH:20]=4)[C:11]=3[CH:22]=2)=[N:4][N:3]=1. (6) Given the reactants [C:1]([OH:8])(=[O:7])/[CH:2]=[CH:3]\[C:4](O)=O.[C:9](O)(=O)[CH2:10][C:11]([CH2:16][C:17]([OH:19])=[O:18])(C(O)=O)O.O[CH2:23]C(CO)O, predict the reaction product. The product is: [C:17]([OH:19])(=[O:18])[CH2:16][CH2:11][CH2:10][CH2:9][CH2:23][CH2:4][CH2:3][CH2:2][C:1]([OH:8])=[O:7]. (7) Given the reactants [NH2:1][C:2]1[C:7](Cl)=[CH:6][C:5](Br)=[CH:4][C:3]=1[CH2:10]O.[NH2:12][C:13](N)=[O:14], predict the reaction product. The product is: [OH:14][C:13]1[N:12]=[CH:10][C:3]2[C:2](=[CH:7][CH:6]=[CH:5][CH:4]=2)[N:1]=1. (8) Given the reactants [F:1][C:2]1[CH:10]=[C:9]([N+:11]([O-:13])=[O:12])[CH:8]=[CH:7][C:3]=1[C:4]([OH:6])=[O:5].C(N(CC)CC)C.C(OC(O[C:24]([CH3:27])([CH3:26])[CH3:25])=O)(O[C:24]([CH3:27])([CH3:26])[CH3:25])=O, predict the reaction product. The product is: [F:1][C:2]1[CH:10]=[C:9]([N+:11]([O-:13])=[O:12])[CH:8]=[CH:7][C:3]=1[C:4]([O:6][C:24]([CH3:27])([CH3:26])[CH3:25])=[O:5]. (9) The product is: [C:15]1([C:20]2[CH:21]=[CH:22][CH:23]=[CH:24][CH:25]=2)[CH:16]=[CH:17][CH:18]=[CH:19][C:14]=1[NH:13]/[C:3](=[C:2](/[NH:13][C:14]1[CH:19]=[CH:18][CH:17]=[CH:16][C:15]=1[C:20]1[CH:21]=[CH:22][CH:23]=[CH:24][CH:25]=1)\[C:9]([O:11][CH3:12])=[O:10])/[C:4]([O:6][CH3:7])=[O:5]. Given the reactants O/[C:2](/[C:9]([O:11][CH3:12])=[O:10])=[C:3](/O)\[C:4]([O:6][CH3:7])=[O:5].[NH2:13][C:14]1[CH:19]=[CH:18][CH:17]=[CH:16][C:15]=1[C:20]1[CH:25]=[CH:24][CH:23]=[CH:22][CH:21]=1.Cl, predict the reaction product. (10) The product is: [ClH:19].[N:20]1[CH:25]=[CH:24][CH:23]=[C:22]([CH2:26][CH2:27][NH:28][S:16]([C:14]2[S:15][C:11]([C:5]3[CH:4]=[C:3]([CH2:1][CH3:2])[C:8](=[O:9])[NH:7][C:6]=3[CH3:10])=[CH:12][CH:13]=2)(=[O:18])=[O:17])[CH:21]=1. Given the reactants [CH2:1]([C:3]1[C:8](=[O:9])[NH:7][C:6]([CH3:10])=[C:5]([C:11]2[S:15][C:14]([S:16]([Cl:19])(=[O:18])=[O:17])=[CH:13][CH:12]=2)[CH:4]=1)[CH3:2].[N:20]1[CH:25]=[CH:24][CH:23]=[C:22]([CH2:26][CH2:27][NH2:28])[CH:21]=1, predict the reaction product.